This data is from Catalyst prediction with 721,799 reactions and 888 catalyst types from USPTO. The task is: Predict which catalyst facilitates the given reaction. (1) Reactant: [Cl:1][C:2]1[CH:3]=[CH:4][C:5]([C:8]([OH:10])=O)=[N:6][CH:7]=1.CN(C(ON1N=NC2C=CC=CC1=2)=[N+](C)C)C.F[P-](F)(F)(F)(F)F.Br.Br.Br.[CH2:38]([C:40]1[C:41]([C:48]2[CH:56]=[C:55]3[C:51]([C:52]([C:57]4[NH:58][C:59]5[CH2:64][CH2:63][NH:62][CH2:61][C:60]=5[N:65]=4)=[N:53][NH:54]3)=[CH:50][CH:49]=2)=[CH:42][C:43]([F:47])=[C:44]([OH:46])[CH:45]=1)[CH3:39].CCN(C(C)C)C(C)C.C(=O)([O-])O.[Na+]. Product: [Cl:1][C:2]1[CH:3]=[CH:4][C:5]([C:8]([N:62]2[CH2:63][CH2:64][C:59]3[NH:58][C:57]([C:52]4[C:51]5[C:55](=[CH:56][C:48]([C:41]6[CH:42]=[C:43]([F:47])[C:44]([OH:46])=[CH:45][C:40]=6[CH2:38][CH3:39])=[CH:49][CH:50]=5)[NH:54][N:53]=4)=[N:65][C:60]=3[CH2:61]2)=[O:10])=[N:6][CH:7]=1. The catalyst class is: 3. (2) Reactant: [NH2:1][C:2]1[N:7]=[C:6]([CH2:8][OH:9])[CH:5]=[CH:4][CH:3]=1.[C:10]([Si:14](Cl)([CH3:16])[CH3:15])([CH3:13])([CH3:12])[CH3:11].C(N(CC)CC)C. Product: [Si:14]([O:9][CH2:8][C:6]1[N:7]=[C:2]([NH2:1])[CH:3]=[CH:4][CH:5]=1)([C:10]([CH3:13])([CH3:12])[CH3:11])([CH3:16])[CH3:15]. The catalyst class is: 4. (3) Reactant: [Cl:1][C:2]1[C:7]([C:8]#[N:9])=[C:6](Cl)[N:5]=[CH:4][N:3]=1.[NH3:11]. Product: [NH2:11][C:6]1[C:7]([C:8]#[N:9])=[C:2]([Cl:1])[N:3]=[CH:4][N:5]=1. The catalyst class is: 12. (4) Reactant: COCCO[AlH2-]OCCOC.[Na+].C([O:15][C:16]([C:18]1[N:19]=[C:20]([C:27]2[CH:32]=[C:31]([O:33][C:34]3[CH:55]=[CH:54][C:37]4[N:38]([CH3:53])[C:39]([NH:41][C:42]5[CH:47]=[C:46]([C:48]([F:51])([F:50])[F:49])[CH:45]=[CH:44][C:43]=5[F:52])=[N:40][C:36]=4[CH:35]=3)[CH:30]=[CH:29][N:28]=2)[NH:21][C:22]=1[C:23]([F:26])([F:25])[F:24])=O)C. Product: [F:52][C:43]1[CH:44]=[CH:45][C:46]([C:48]([F:51])([F:50])[F:49])=[CH:47][C:42]=1[NH:41][C:39]1[N:38]([CH3:53])[C:37]2[CH:54]=[CH:55][C:34]([O:33][C:31]3[CH:30]=[CH:29][N:28]=[C:27]([C:20]4[NH:21][C:22]([C:23]([F:26])([F:24])[F:25])=[C:18]([CH2:16][OH:15])[N:19]=4)[CH:32]=3)=[CH:35][C:36]=2[N:40]=1. The catalyst class is: 11. (5) The catalyst class is: 4. Product: [CH2:1]([N:3]1[CH:7]=[C:6]([NH:8][C:9]2[N:10]=[CH:11][C:12]3[N:17]=[N:16][N:15]([C:18]4[CH:23]=[CH:22][C:21]([C:24]([F:34])([CH3:26])[CH3:25])=[CH:20][CH:19]=4)[C:13]=3[N:14]=2)[CH:5]=[N:4]1)[CH3:2]. Reactant: [CH2:1]([N:3]1[CH:7]=[C:6]([NH:8][C:9]2[N:10]=[CH:11][C:12]3[N:17]=[N:16][N:15]([C:18]4[CH:23]=[CH:22][C:21]([C:24](O)([CH3:26])[CH3:25])=[CH:20][CH:19]=4)[C:13]=3[N:14]=2)[CH:5]=[N:4]1)[CH3:2].C(N(S(F)(F)[F:34])CC)C.